From a dataset of Catalyst prediction with 721,799 reactions and 888 catalyst types from USPTO. Predict which catalyst facilitates the given reaction. (1) Reactant: [CH2:1]([NH:8][C:9](=[O:12])[CH2:10]Cl)[C:2]1[CH:7]=[CH:6][CH:5]=[CH:4][CH:3]=1.CCN(C(C)C)C(C)C.[F:22][C:23]1[CH:29]=[CH:28][C:26]([NH2:27])=[C:25]([CH3:30])[CH:24]=1. Product: [CH2:1]([NH:8][C:9](=[O:12])[CH2:10][NH:27][C:26]1[CH:28]=[CH:29][C:23]([F:22])=[CH:24][C:25]=1[CH3:30])[C:2]1[CH:7]=[CH:6][CH:5]=[CH:4][CH:3]=1. The catalyst class is: 3. (2) Reactant: Br[CH2:2][CH2:3][CH:4]=[C:5]([CH3:7])[CH3:6].C([O-])([O-])=O.[K+].[K+].[N+:14]([C:17]1[NH:18][CH:19]=[CH:20][N:21]=1)([O-:16])=[O:15]. Product: [CH3:6][C:5]([CH3:7])=[CH:4][CH2:3][CH2:2][N:18]1[CH:19]=[CH:20][N:21]=[C:17]1[N+:14]([O-:16])=[O:15]. The catalyst class is: 483. (3) Reactant: Br[CH2:2][C:3]([C:5]1[CH:10]=[CH:9][C:8]([F:11])=[CH:7][CH:6]=1)=[O:4].[C:12]1([CH3:19])[CH:17]=[CH:16][CH:15]=[C:14]([NH2:18])[CH:13]=1.C([O-])([O-])=O.[Na+].[Na+]. Product: [F:11][C:8]1[CH:9]=[CH:10][C:5]([C:3](=[O:4])[CH2:2][NH:18][C:14]2[CH:13]=[C:12]([CH3:19])[CH:17]=[CH:16][CH:15]=2)=[CH:6][CH:7]=1. The catalyst class is: 8.